This data is from Reaction yield outcomes from USPTO patents with 853,638 reactions. The task is: Predict the reaction yield, written as a fraction of the theoretical maximum amount of product (1.0 means a 100% yield; for example, 0.34 means a 34% yield). The reactants are Br[C:2]1[CH:7]2[N:8]([C:9]([O:11][C:12]([CH3:15])([CH3:14])[CH3:13])=[O:10])[CH:4]([CH:5]=[CH:6]2)[C:3]=1[C:16]([O:18][CH3:19])=[O:17].[H][H].[C:22](OCC)(=O)C.CCCCCC. The catalyst is C(O)C.[Pd]. The product is [CH:4]12[N:8]([C:9]([O:11][C:12]([CH3:15])([CH3:14])[CH3:13])=[O:10])[CH:7]([CH2:6][CH2:5]1)[CH2:2][CH:3]2[C:16]([O:18][CH2:19][CH3:22])=[O:17]. The yield is 0.850.